This data is from NCI-60 drug combinations with 297,098 pairs across 59 cell lines. The task is: Regression. Given two drug SMILES strings and cell line genomic features, predict the synergy score measuring deviation from expected non-interaction effect. Drug 1: C1=CC(=CC=C1CCC2=CNC3=C2C(=O)NC(=N3)N)C(=O)NC(CCC(=O)O)C(=O)O. Drug 2: C1CNP(=O)(OC1)N(CCCl)CCCl. Cell line: NCIH23. Synergy scores: CSS=4.97, Synergy_ZIP=0.816, Synergy_Bliss=3.75, Synergy_Loewe=-1.51, Synergy_HSA=1.25.